Dataset: Full USPTO retrosynthesis dataset with 1.9M reactions from patents (1976-2016). Task: Predict the reactants needed to synthesize the given product. Given the product [Br:14][C:15]1[CH:16]=[C:17]2[C:18](=[CH:19][CH:20]=1)[CH:21]([CH3:22])[N:13]([S:10]([C:7]1[CH:6]=[CH:5][C:4]([CH3:3])=[CH:9][CH:8]=1)(=[O:12])=[O:11])[CH2:24]2, predict the reactants needed to synthesize it. The reactants are: [H-].[Na+].[CH3:3][C:4]1[CH:5]=[CH:6][C:7]([S:10]([NH2:13])(=[O:12])=[O:11])=[CH:8][CH:9]=1.[Br:14][C:15]1[CH:20]=[CH:19][C:18]([CH:21](Br)[CH3:22])=[C:17]([CH2:24]Br)[CH:16]=1.C(Cl)(Cl)Cl.